Task: Predict the reaction yield, written as a fraction of the theoretical maximum amount of product (1.0 means a 100% yield; for example, 0.34 means a 34% yield).. Dataset: Reaction yield outcomes from USPTO patents with 853,638 reactions (1) The reactants are [OH:1][CH2:2][C:3]#[C:4][C:5]1[CH:6]=[C:7]([S:11]([NH:14][C:15]2[CH:20]=[CH:19][CH:18]=[CH:17][CH:16]=2)(=[O:13])=[O:12])[CH:8]=[CH:9][CH:10]=1. The catalyst is CC(OI1(OC(C)=O)(OC(C)=O)OC(=O)C2C=CC=CC1=2)=O.C(Cl)Cl. The product is [O:1]=[CH:2][C:3]#[C:4][C:5]1[CH:6]=[C:7]([S:11]([NH:14][C:15]2[CH:16]=[CH:17][CH:18]=[CH:19][CH:20]=2)(=[O:13])=[O:12])[CH:8]=[CH:9][CH:10]=1. The yield is 0.720. (2) The reactants are [C:1]([NH:4][C:5]1[CH:6]=[C:7]([CH:11]=[CH:12][C:13]=1[CH3:14])[C:8]([OH:10])=[O:9])(=[O:3])[CH3:2].[N+:15]([O-])([OH:17])=[O:16]. No catalyst specified. The product is [C:1]([NH:4][C:5]1[C:6]([N+:15]([O-:17])=[O:16])=[C:7]([CH:11]=[CH:12][C:13]=1[CH3:14])[C:8]([OH:10])=[O:9])(=[O:3])[CH3:2]. The yield is 0.630. (3) The reactants are [CH3:1]I.[CH3:3][O:4][C:5]1[C:15]2[C:14]([C:16]3[CH:17]=[C:18]([CH:21]=[CH:22][CH:23]=3)[C:19]#[N:20])=[N:13][CH2:12][C:11](=[O:24])[NH:10][C:9]=2[CH:8]=[C:7]([O:25][CH3:26])[C:6]=1[C:27]1[CH:32]=[CH:31][CH:30]=[CH:29][CH:28]=1.[OH-].[Na+]. The catalyst is CCCCCCCC[N+](CCCCCCCC)(CCCCCCCC)C.[Cl-].C1(C)C=CC=CC=1. The product is [CH3:3][O:4][C:5]1[C:15]2[C:14]([C:16]3[CH:17]=[C:18]([CH:21]=[CH:22][CH:23]=3)[C:19]#[N:20])=[N:13][CH2:12][C:11](=[O:24])[N:10]([CH3:1])[C:9]=2[CH:8]=[C:7]([O:25][CH3:26])[C:6]=1[C:27]1[CH:32]=[CH:31][CH:30]=[CH:29][CH:28]=1. The yield is -0.940. (4) The reactants are [Cl:1][C:2]1[CH:17]=[CH:16][C:5]([O:6][C@H:7]([CH3:15])[CH2:8][CH2:9][O:10]S(C)(=O)=O)=[C:4]([O:18][C:19]2[CH:24]=[CH:23][CH:22]=[CH:21][CH:20]=2)[CH:3]=1.C[O:26][C:27](=[O:38])[CH2:28][CH2:29][C:30]1[CH:35]=[CH:34][C:33](O)=[C:32]([Br:37])[CH:31]=1. The yield is 0.180. The product is [Br:37][C:32]1[CH:31]=[C:30]([CH2:29][CH2:28][C:27]([OH:38])=[O:26])[CH:35]=[CH:34][C:33]=1[O:10][CH2:9][CH2:8][C@H:7]([O:6][C:5]1[CH:16]=[CH:17][C:2]([Cl:1])=[CH:3][C:4]=1[O:18][C:19]1[CH:24]=[CH:23][CH:22]=[CH:21][CH:20]=1)[CH3:15]. No catalyst specified. (5) The reactants are C[O:2][C:3]1[CH:22]=[CH:21][C:6]2[CH2:7][C@@:8]3([CH3:20])[C@H:13]([C:14]4([CH2:18][O:17][C:16]([NH2:19])=[N:15]4)[C:5]=2[CH:4]=1)[CH2:12][O:11][CH2:10][CH2:9]3.Br.O.C([O-])(O)=O.[Na+]. No catalyst specified. The yield is 0.375. The product is [NH2:19][C:16]1[O:17][CH2:18][C:14]2([C@H:13]3[C@@:8]([CH3:20])([CH2:9][CH2:10][O:11][CH2:12]3)[CH2:7][C:6]3[CH:21]=[CH:22][C:3]([OH:2])=[CH:4][C:5]2=3)[N:15]=1.